From a dataset of Reaction yield outcomes from USPTO patents with 853,638 reactions. Predict the reaction yield, written as a fraction of the theoretical maximum amount of product (1.0 means a 100% yield; for example, 0.34 means a 34% yield). The reactants are CO[C:3](=[O:32])[C:4]1[CH:9]=[CH:8][C:7]([CH3:10])=[C:6]([N:11]2[C:16](=[O:17])[C:15]([Cl:18])=[C:14]([O:19][CH2:20][C:21]3[CH:26]=[CH:25][CH:24]=[C:23]([C:27]([F:30])([F:29])[F:28])[N:22]=3)[N:13]=[C:12]2[CH3:31])[CH:5]=1.[OH-].[Na+].[C:35](N1C=CN=C1)(N1C=CN=C1)=O.Cl.[CH3:48][N:49](C)[OH:50].C(N(CC)CC)C. The catalyst is O1CCCC1. The product is [Cl:18][C:15]1[C:16](=[O:17])[N:11]([C:6]2[CH:5]=[C:4]([CH:9]=[CH:8][C:7]=2[CH3:10])[C:3]([N:49]([O:50][CH3:35])[CH3:48])=[O:32])[C:12]([CH3:31])=[N:13][C:14]=1[O:19][CH2:20][C:21]1[CH:26]=[CH:25][CH:24]=[C:23]([C:27]([F:30])([F:28])[F:29])[N:22]=1. The yield is 0.460.